This data is from Reaction yield outcomes from USPTO patents with 853,638 reactions. The task is: Predict the reaction yield, written as a fraction of the theoretical maximum amount of product (1.0 means a 100% yield; for example, 0.34 means a 34% yield). (1) The reactants are [C:1]1([C:7]2[C:12]([C:13]3[CH:18]=[CH:17][N:16]=[CH:15][CH:14]=3)=[C:11]([C:19]3[CH:24]=[CH:23][CH:22]=[CH:21][CH:20]=3)[N:10]=[C:9]3[NH:25][N:26]=[CH:27][C:8]=23)[CH:6]=[CH:5][CH:4]=[CH:3][CH:2]=1.[OH-].[K+].I[CH3:31].O. The catalyst is CC(C)=O. The product is [CH3:31][N:26]1[CH:27]=[C:8]2[C:9]([N:10]=[C:11]([C:19]3[CH:24]=[CH:23][CH:22]=[CH:21][CH:20]=3)[C:12]([C:13]3[CH:18]=[CH:17][N:16]=[CH:15][CH:14]=3)=[C:7]2[C:1]2[CH:6]=[CH:5][CH:4]=[CH:3][CH:2]=2)=[N:25]1. The yield is 0.470. (2) The reactants are [CH:1]1([CH2:7][C:8]([OH:10])=O)[CH2:6][CH2:5][CH2:4][CH2:3][CH2:2]1.Cl.[CH3:12][C:13]1[C:17]([CH2:18][N:19]2[CH:23]=[C:22]([NH2:24])[CH:21]=[N:20]2)=[C:16]([CH3:25])[O:15][N:14]=1. No catalyst specified. The product is [CH:1]1([CH2:7][C:8]([NH:24][C:22]2[CH:21]=[N:20][N:19]([CH2:18][C:17]3[C:13]([CH3:12])=[N:14][O:15][C:16]=3[CH3:25])[CH:23]=2)=[O:10])[CH2:2][CH2:3][CH2:4][CH2:5][CH2:6]1. The yield is 0.170.